Task: Predict the reactants needed to synthesize the given product.. Dataset: Full USPTO retrosynthesis dataset with 1.9M reactions from patents (1976-2016) (1) Given the product [Cl:19][C:20]1[CH:26]=[CH:25][CH:24]=[CH:23][C:21]=1[NH:22][C:2]1[CH:17]=[C:6]2[C:7]3[C:12]([CH2:13][CH2:14][N:5]2[C:4](=[O:18])[N:3]=1)=[CH:11][C:10]([O:15][CH3:16])=[CH:9][CH:8]=3, predict the reactants needed to synthesize it. The reactants are: Cl[C:2]1[CH:17]=[C:6]2[C:7]3[C:12]([CH2:13][CH2:14][N:5]2[C:4](=[O:18])[N:3]=1)=[CH:11][C:10]([O:15][CH3:16])=[CH:9][CH:8]=3.[Cl:19][C:20]1[CH:26]=[CH:25][CH:24]=[CH:23][C:21]=1[NH2:22]. (2) Given the product [C:24]([O:28][N:29]=[C:5]1[C:4]2[C:9](=[CH:10][CH:11]=[C:2]([Br:1])[CH:3]=2)[O:8][C:7]([C:12]2[N:13]=[CH:14][C:15]3[C:20]([CH:21]=2)=[CH:19][CH:18]=[CH:17][CH:16]=3)=[CH:6]1)([CH3:27])([CH3:26])[CH3:25], predict the reactants needed to synthesize it. The reactants are: [Br:1][C:2]1[CH:3]=[C:4]2[C:9](=[CH:10][CH:11]=1)[O:8][C:7]([C:12]1[N:13]=[CH:14][C:15]3[C:20]([CH:21]=1)=[CH:19][CH:18]=[CH:17][CH:16]=3)=[CH:6][C:5]2=O.Cl.[C:24]([O:28][NH2:29])([CH3:27])([CH3:26])[CH3:25]. (3) Given the product [Cl:1][C:2]1[C:3](=[O:25])[N:4]([CH3:24])[CH:5]=[C:6]([C:9]([N:11]2[CH2:16][CH2:15][CH:14]([C:17]3[CH:22]=[CH:21][C:20]([F:23])=[CH:19][CH:18]=3)[CH2:13][CH2:12]2)=[O:10])[C:7]=1[NH:32][CH:26]1[CH2:31][CH2:30][CH2:29][CH2:28][CH2:27]1, predict the reactants needed to synthesize it. The reactants are: [Cl:1][C:2]1[C:3](=[O:25])[N:4]([CH3:24])[CH:5]=[C:6]([C:9]([N:11]2[CH2:16][CH2:15][CH:14]([C:17]3[CH:22]=[CH:21][C:20]([F:23])=[CH:19][CH:18]=3)[CH2:13][CH2:12]2)=[O:10])[C:7]=1Cl.[CH:26]1([NH2:32])[CH2:31][CH2:30][CH2:29][CH2:28][CH2:27]1. (4) The reactants are: [CH3:1][C:2]1[CH:7]=[CH:6][C:5]([C:8]2[C:16]3[C:11](=[CH:12][CH:13]=[CH:14][CH:15]=3)[NH:10][N:9]=2)=[CH:4][CH:3]=1.CC[O-].[Na+].[CH3:21][C:22]1[CH:29]=[CH:28][C:25]([CH2:26]Cl)=[CH:24][CH:23]=1. Given the product [CH3:21][C:22]1[CH:29]=[CH:28][C:25]([CH2:26][N:9]2[C:8]([C:5]3[CH:4]=[CH:3][C:2]([CH3:1])=[CH:7][CH:6]=3)=[C:16]3[C:11]([CH:12]=[CH:13][CH:14]=[CH:15]3)=[N:10]2)=[CH:24][CH:23]=1, predict the reactants needed to synthesize it. (5) Given the product [CH:30]1([N:31]([O:48][CH3:47])[C:18]([C:17]2[C:9]([NH:8][C:5]3[CH:6]=[CH:7][C:2]([Br:1])=[CH:3][C:4]=3[F:22])=[CH:10][C:11](=[O:21])[N:12]3[C:16]=2[CH2:15][CH2:14][CH2:13]3)=[O:19])[CH2:28][CH2:29]1, predict the reactants needed to synthesize it. The reactants are: [Br:1][C:2]1[CH:7]=[CH:6][C:5]([NH:8][C:9]2[C:17]([C:18](O)=[O:19])=[C:16]3[N:12]([CH2:13][CH2:14][CH2:15]3)[C:11](=[O:21])[CH:10]=2)=[C:4]([F:22])[CH:3]=1.CCN=C=N[CH2:28][CH2:29][CH2:30][N:31](C)C.C1C=CC2N(O)N=NC=2C=1.C1([CH2:47][O:48]N)CC1. (6) Given the product [CH2:5]([O:12][C:13]([N:15]1[CH2:19][C@H:18]([O:20][Si:21]([C:24]([CH3:27])([CH3:26])[CH3:25])([CH3:22])[CH3:23])[CH2:17][C@@H:16]1[CH2:28][N:1]=[N+:2]=[N-:3])=[O:14])[C:6]1[CH:7]=[CH:8][CH:9]=[CH:10][CH:11]=1, predict the reactants needed to synthesize it. The reactants are: [N-:1]=[N+:2]=[N-:3].[Na+].[CH2:5]([O:12][C:13]([N:15]1[CH2:19][C@H:18]([O:20][Si:21]([C:24]([CH3:27])([CH3:26])[CH3:25])([CH3:23])[CH3:22])[CH2:17][C@@H:16]1[CH2:28]OS(C)(=O)=O)=[O:14])[C:6]1[CH:11]=[CH:10][CH:9]=[CH:8][CH:7]=1. (7) Given the product [NH:26]1[C:27]2[C:23](=[CH:22][C:21]([NH:20][C:2]3[C:3]4[C:10]5[CH2:11][CH2:12][CH:13]([C:15]([O:17][CH:18]([CH3:19])[CH3:32])=[O:16])[CH2:14][C:9]=5[S:8][C:4]=4[N:5]=[CH:6][N:7]=3)=[CH:29][CH:28]=2)[CH:24]=[N:25]1, predict the reactants needed to synthesize it. The reactants are: Cl[C:2]1[C:3]2[C:10]3[CH2:11][CH2:12][CH:13]([C:15]([O:17][CH2:18][CH3:19])=[O:16])[CH2:14][C:9]=3[S:8][C:4]=2[N:5]=[CH:6][N:7]=1.[NH2:20][C:21]1[CH:22]=[C:23]2[C:27](=[CH:28][CH:29]=1)[NH:26][N:25]=[CH:24]2.Cl.O.[CH3:32]C(O)C. (8) Given the product [C:1]([O:5][C:6](=[O:35])[NH:7][CH:8]([CH2:27][C:28]1[CH:33]=[CH:32][C:31]([Cl:34])=[CH:30][CH:29]=1)[C:9]([N:11]1[CH2:16][CH2:15][N:14]([C:17]2[C:18]3[S:25][C:24]([C:36]#[N:37])=[CH:23][C:19]=3[N:20]=[CH:21][N:22]=2)[CH2:13][CH2:12]1)=[O:10])([CH3:4])([CH3:3])[CH3:2], predict the reactants needed to synthesize it. The reactants are: [C:1]([O:5][C:6](=[O:35])[NH:7][CH:8]([CH2:27][C:28]1[CH:33]=[CH:32][C:31]([Cl:34])=[CH:30][CH:29]=1)[C:9]([N:11]1[CH2:16][CH2:15][N:14]([C:17]2[C:18]3[S:25][C:24](I)=[CH:23][C:19]=3[N:20]=[CH:21][N:22]=2)[CH2:13][CH2:12]1)=[O:10])([CH3:4])([CH3:3])[CH3:2].[C:36]([Cu])#[N:37]. (9) Given the product [NH2:8][C@@H:9]([CH2:23][C@H:24]1[CH2:25][CH2:26][C@H:27]([F:30])[CH2:28][CH2:29]1)[CH2:10][N:11]([CH3:22])[C:12](=[O:21])[O:13][CH2:14][C:15]1[CH:16]=[CH:17][CH:18]=[CH:19][CH:20]=1, predict the reactants needed to synthesize it. The reactants are: C(OC([NH:8][C@@H:9]([CH2:23][C@H:24]1[CH2:29][CH2:28][C@H:27]([F:30])[CH2:26][CH2:25]1)[CH2:10][N:11]([CH3:22])[C:12](=[O:21])[O:13][CH2:14][C:15]1[CH:20]=[CH:19][CH:18]=[CH:17][CH:16]=1)=O)(C)(C)C. (10) Given the product [CH3:36][N:37]([CH3:41])[CH2:38][CH2:39][CH2:40][NH:43][C:2]1[CH:7]=[C:6]([C:8]2[CH:35]=[C:11]3[N:12]=[CH:13][CH:14]=[C:15]([C:16]4[CH:17]=[C:18]([NH:22][C:23](=[O:34])[C:24]5[CH:29]=[CH:28][CH:27]=[C:26]([C:30]([F:33])([F:31])[F:32])[CH:25]=5)[CH:19]=[CH:20][CH:21]=4)[N:10]3[N:9]=2)[CH:5]=[CH:4][N:3]=1, predict the reactants needed to synthesize it. The reactants are: Cl[C:2]1[CH:7]=[C:6]([C:8]2[CH:35]=[C:11]3[N:12]=[CH:13][CH:14]=[C:15]([C:16]4[CH:17]=[C:18]([NH:22][C:23](=[O:34])[C:24]5[CH:29]=[CH:28][CH:27]=[C:26]([C:30]([F:33])([F:32])[F:31])[CH:25]=5)[CH:19]=[CH:20][CH:21]=4)[N:10]3[N:9]=2)[CH:5]=[CH:4][N:3]=1.[CH3:36][N:37]1[C:41](=O)[CH2:40][CH2:39][CH2:38]1.[N:43]1C=CC=CC=1.